From a dataset of Tyrosyl-DNA phosphodiesterase HTS with 341,365 compounds. Binary Classification. Given a drug SMILES string, predict its activity (active/inactive) in a high-throughput screening assay against a specified biological target. The result is 0 (inactive). The drug is s1c(cc(C(=O)Nc2cccnc2)c1)C.